From a dataset of Reaction yield outcomes from USPTO patents with 853,638 reactions. Predict the reaction yield, written as a fraction of the theoretical maximum amount of product (1.0 means a 100% yield; for example, 0.34 means a 34% yield). The reactants are [Cl:1][C:2]1[N:7]=[C:6](Cl)[CH:5]=[C:4]([CH:9]2[CH2:14][CH2:13][CH2:12][CH2:11][CH2:10]2)[N:3]=1.[NH:15]1[CH2:19][CH2:18][C@@H:17]([NH:20][C:21](=[O:27])[O:22][C:23]([CH3:26])([CH3:25])[CH3:24])[CH2:16]1.C(N(CC)CC)C. The catalyst is CO. The product is [Cl:1][C:2]1[N:7]=[C:6]([N:15]2[CH2:19][CH2:18][C@@H:17]([NH:20][C:21](=[O:27])[O:22][C:23]([CH3:25])([CH3:24])[CH3:26])[CH2:16]2)[CH:5]=[C:4]([CH:9]2[CH2:14][CH2:13][CH2:12][CH2:11][CH2:10]2)[N:3]=1. The yield is 0.720.